Task: Predict the reactants needed to synthesize the given product.. Dataset: Full USPTO retrosynthesis dataset with 1.9M reactions from patents (1976-2016) (1) Given the product [NH2:23][N:24]1[C:14]([CH2:13][C:12]2[C:3]([F:2])=[C:4]3[C:9](=[CH:10][C:11]=2[F:21])[N:8]=[CH:7][CH:6]=[CH:5]3)=[N:16][N:17]=[C:18]1[SH:19], predict the reactants needed to synthesize it. The reactants are: [K+].[F:2][C:3]1[C:12]([CH2:13][C:14]([NH:16][NH:17][C:18]([S-])=[S:19])=O)=[C:11]([F:21])[CH:10]=[C:9]2[C:4]=1[CH:5]=[CH:6][CH:7]=[N:8]2.O.[NH2:23][NH2:24].Cl. (2) Given the product [ClH:1].[OH:2][C@:3]12[CH2:27][C@@H:26]([OH:28])[CH2:25][CH2:24][C@:23]1([CH3:29])[C@@H:22]1[C@H:6]([C@H:7]3[C@:19]([CH3:30])([CH2:20][CH2:21]1)[C@@H:10]([C@H:11]([CH3:18])[CH2:12][CH2:13][CH2:14][CH:15]([CH3:17])[CH3:16])[CH2:9][CH2:8]3)[CH2:5][C@H:4]2[NH:31][CH2:32][CH2:33][C:34]1[N:35]=[CH:36][NH:37][CH:38]=1, predict the reactants needed to synthesize it. The reactants are: [ClH:1].[OH:2][C@:3]12[CH2:27][C@@H:26]([OH:28])[CH2:25][CH2:24][C@:23]1([CH3:29])[C@@H:22]1[C@H:6]([C@H:7]3[C@:19]([CH3:30])([CH2:20][CH2:21]1)[C@@H:10]([C@H:11]([CH3:18])[CH2:12][CH2:13][CH2:14][CH:15]([CH3:17])[CH3:16])[CH2:9][CH2:8]3)[CH2:5][C@H:4]2[NH:31][CH2:32][CH2:33][C:34]1[N:35]=[CH:36][NH:37][CH:38]=1. (3) Given the product [CH3:42][O:43][C:44]1[CH:45]=[C:46]([CH:47]=[CH:48][C:49]=1[N+:50]([O-:52])=[O:51])[O:53][C:2]1[CH:7]=[CH:6][N:5]=[C:4]2[CH:8]=[C:9]([C:11]3[N:12]([CH3:16])[CH:13]=[CH:14][N:15]=3)[S:10][C:3]=12, predict the reactants needed to synthesize it. The reactants are: Cl[C:2]1[CH:7]=[CH:6][N:5]=[C:4]2[CH:8]=[C:9]([C:11]3[N:12]([CH3:16])[CH:13]=[CH:14][N:15]=3)[S:10][C:3]=12.FC1C=C([N+]([O-])=O)C=CC=1OC1C=CN=C2C=C(C3SC=CN=3)SC=12.[CH3:42][O:43][C:44]1[CH:45]=[C:46]([OH:53])[CH:47]=[CH:48][C:49]=1[N+:50]([O-:52])=[O:51]. (4) The reactants are: C(O[C:4]1[CH2:10][C:9](=[O:11])[NH:8][C:7]2[CH:12]=[CH:13][CH:14]=[CH:15][C:6]=2[N:5]=1)C.[C:16]([NH:24][NH2:25])(=O)[C:17]1[CH:22]=[CH:21][CH:20]=[CH:19][CH:18]=1. Given the product [C:17]1([C:16]2[N:5]3[C:4]([CH2:10][C:9](=[O:11])[NH:8][C:7]4[CH:12]=[CH:13][CH:14]=[CH:15][C:6]=43)=[N:25][N:24]=2)[CH:22]=[CH:21][CH:20]=[CH:19][CH:18]=1, predict the reactants needed to synthesize it. (5) Given the product [Cl:37][C:23]1[S:22][C:21]([C:18]2[CH:19]=[CH:20][C:15]([C:12]3[CH:11]=[CH:10][C:9]([C:6]4([C:4]([OH:5])=[O:3])[CH2:8][CH2:7]4)=[CH:14][CH:13]=3)=[CH:16][CH:17]=2)=[C:25]([NH:26][C:27]([O:29][C@@H:30]([C:32]2[S:33][CH:34]=[CH:35][CH:36]=2)[CH3:31])=[O:28])[CH:24]=1, predict the reactants needed to synthesize it. The reactants are: C([O:3][C:4]([C:6]1([C:9]2[CH:14]=[CH:13][C:12]([C:15]3[CH:20]=[CH:19][C:18]([C:21]4[S:22][C:23]([Cl:37])=[CH:24][C:25]=4[NH:26][C:27]([O:29][C@@H:30]([C:32]4[S:33][CH:34]=[CH:35][CH:36]=4)[CH3:31])=[O:28])=[CH:17][CH:16]=3)=[CH:11][CH:10]=2)[CH2:8][CH2:7]1)=[O:5])C.O1CCCC1.[OH-].[Na+].Cl.